From a dataset of Reaction yield outcomes from USPTO patents with 853,638 reactions. Predict the reaction yield, written as a fraction of the theoretical maximum amount of product (1.0 means a 100% yield; for example, 0.34 means a 34% yield). (1) The reactants are Br[C:2]1[CH:7]=[CH:6][CH:5]=[C:4](Br)[C:3]=1[Br:9].[CH3:10][C:11]([CH3:17])=[C:12]1[CH:16]=[CH:15][CH:14]=[CH:13]1.C([Li])CCC.[Cl-].[NH4+]. The catalyst is C1(C)C=CC=CC=1. The yield is 0.550. The product is [Br:9][C:3]1[CH:2]=[CH:7][CH:6]=[C:5]2[C:4]=1[CH:13]1[C:12](=[C:11]([CH3:17])[CH3:10])[CH:16]2[CH:15]=[CH:14]1. (2) The reactants are [F:1][C:2]1[CH:7]=[C:6](I)[CH:5]=[CH:4][C:3]=1[N:9]1[CH:14]=[C:13]([O:15][CH3:16])[C:12](=[O:17])[C:11]([C:18]2[N:22]([C:23]3[CH:28]=[CH:27][CH:26]=[CH:25][CH:24]=3)[N:21]=[CH:20][CH:19]=2)=[N:10]1.[NH:29]1[CH:33]=[CH:32][CH:31]=[N:30]1.C(=NO)C1C(=CC=CC=1)O.C([O-])([O-])=O.[Cs+].[Cs+]. The catalyst is CC#N.O. The product is [F:1][C:2]1[CH:7]=[C:6]([N:29]2[CH:33]=[CH:32][CH:31]=[N:30]2)[CH:5]=[CH:4][C:3]=1[N:9]1[CH:14]=[C:13]([O:15][CH3:16])[C:12](=[O:17])[C:11]([C:18]2[N:22]([C:23]3[CH:28]=[CH:27][CH:26]=[CH:25][CH:24]=3)[N:21]=[CH:20][CH:19]=2)=[N:10]1. The yield is 0.440. (3) The reactants are [CH:1](=O)[C:2]1[CH:7]=[CH:6][CH:5]=[CH:4][CH:3]=1.[NH2:9][C:10]1[CH:15]=[CH:14][C:13]([C:16]([N:18]2[CH2:23][CH2:22][O:21][CH:20]([C:24]3[CH:29]=[CH:28][CH:27]=[CH:26][CH:25]=3)[CH2:19]2)=[O:17])=[CH:12][CH:11]=1.C(O[BH-](OC(=O)C)OC(=O)C)(=O)C.[Na+]. The catalyst is ClCCl. The product is [CH2:1]([NH:9][C:10]1[CH:11]=[CH:12][C:13]([C:16]([N:18]2[CH2:23][CH2:22][O:21][CH:20]([C:24]3[CH:25]=[CH:26][CH:27]=[CH:28][CH:29]=3)[CH2:19]2)=[O:17])=[CH:14][CH:15]=1)[C:2]1[CH:7]=[CH:6][CH:5]=[CH:4][CH:3]=1. The yield is 0.700. (4) The reactants are [CH:1]([N:4]1[CH2:9][CH2:8][N:7]([C:10]([C:12]2[CH:13]=[C:14]3[C:18](=[CH:19][CH:20]=2)[NH:17][C:16]([C:21]([N:23]2[CH2:28][CH2:27][N:26]([C:29]([N:31]4[CH2:36][CH2:35][CH2:34][CH2:33][CH2:32]4)=[O:30])[CH2:25][CH2:24]2)=[O:22])=[CH:15]3)=[O:11])[CH2:6][CH2:5]1)([CH3:3])[CH3:2].[Cl:37][C:38]1[CH:43]=[C:42](B(O)O)[CH:41]=[CH:40][N:39]=1. No catalyst specified. The product is [Cl:37][C:38]1[CH:43]=[C:42]([N:17]2[C:18]3[C:14](=[CH:13][C:12]([C:10]([N:7]4[CH2:6][CH2:5][N:4]([CH:1]([CH3:3])[CH3:2])[CH2:9][CH2:8]4)=[O:11])=[CH:20][CH:19]=3)[CH:15]=[C:16]2[C:21]([N:23]2[CH2:24][CH2:25][N:26]([C:29]([N:31]3[CH2:36][CH2:35][CH2:34][CH2:33][CH2:32]3)=[O:30])[CH2:27][CH2:28]2)=[O:22])[CH:41]=[CH:40][N:39]=1. The yield is 0.620. (5) The reactants are [Br:1][C:2]1[CH:7]=[CH:6][C:5]([CH2:8][OH:9])=[C:4]([N+:10]([O-])=O)[CH:3]=1.[Cl-].[NH4+].C(O)C. The catalyst is [Fe].O. The product is [NH2:10][C:4]1[CH:3]=[C:2]([Br:1])[CH:7]=[CH:6][C:5]=1[CH2:8][OH:9]. The yield is 0.900. (6) The product is [NH2:18][CH:2]1[CH2:3][CH2:19][C:8]2([CH2:7][N:6]([C:11]([O:13][C:14]([CH3:15])([CH3:16])[CH3:17])=[O:12])[CH2:5][CH2:4]2)[CH2:9][CH2:10]1. The reactants are O=[C:2]1[CH2:10][CH2:9][CH:8]2[CH:4]([CH2:5][N:6]([C:11]([O:13][C:14]([CH3:17])([CH3:16])[CH3:15])=[O:12])[CH2:7]2)[CH2:3]1.[NH3:18].[CH3:19]O.[BH4-].[Na+]. The yield is 0.795. The catalyst is CCO. (7) The reactants are [Li]CCCC.[CH3:6][N:7]1[CH:11]=[CH:10][N:9]=[CH:8]1.[NH2:12][C:13]1[CH:21]=[CH:20][C:19]([Cl:22])=[CH:18][C:14]=1[C:15](O)=[O:16].[NH4+].[Cl-]. The catalyst is CCCCCC.CCOCC. The product is [NH2:12][C:13]1[CH:21]=[CH:20][C:19]([Cl:22])=[CH:18][C:14]=1[C:15]([C:8]1[N:7]([CH3:6])[CH:11]=[CH:10][N:9]=1)=[O:16]. The yield is 0.137. (8) The reactants are [F:1][C:2]1[CH:3]=[CH:4][C:5]([C:8]2[C:12](/[CH:13]=[CH:14]/[C:15]3[S:16][C:17]([C:20]([OH:22])=O)=[CH:18][N:19]=3)=[C:11]([CH3:23])[O:10][N:9]=2)=[N:6][CH:7]=1.[CH:24]1([NH2:27])[CH2:26][CH2:25]1. No catalyst specified. The product is [CH:24]1([NH:27][C:20]([C:17]2[S:16][C:15](/[CH:14]=[CH:13]/[C:12]3[C:8]([C:5]4[CH:4]=[CH:3][C:2]([F:1])=[CH:7][N:6]=4)=[N:9][O:10][C:11]=3[CH3:23])=[N:19][CH:18]=2)=[O:22])[CH2:26][CH2:25]1. The yield is 0.430.